This data is from Reaction yield outcomes from USPTO patents with 853,638 reactions. The task is: Predict the reaction yield, written as a fraction of the theoretical maximum amount of product (1.0 means a 100% yield; for example, 0.34 means a 34% yield). (1) The reactants are [F:1][C:2]([F:10])([F:9])[C:3](=[O:8])[CH:4]=[C:5]([CH3:7])[CH3:6].[CH3:11][C:12]1[CH:17]=[CH:16][C:15]([F:18])=[CH:14][C:13]=1[Mg]Br. The catalyst is C(OCC)C.[Cu]I. The product is [F:1][C:2]([F:10])([F:9])[C:3](=[O:8])[CH2:4][C:5]([C:17]1[CH:16]=[C:15]([F:18])[CH:14]=[CH:13][C:12]=1[CH3:11])([CH3:7])[CH3:6]. The yield is 0.800. (2) The reactants are [OH:1][C:2]1[CH:3]=[C:4]([CH:7]=[CH:8][C:9]=1[OH:10])[CH:5]=[O:6].CI.[C:13](=O)([O-])[O-].[Li+].[Li+]. The catalyst is CN(C=O)C. The product is [OH:1][C:2]1[CH:3]=[C:4]([CH:7]=[CH:8][C:9]=1[O:10][CH3:13])[CH:5]=[O:6]. The yield is 0.822.